The task is: Predict the reactants needed to synthesize the given product.. This data is from Full USPTO retrosynthesis dataset with 1.9M reactions from patents (1976-2016). Given the product [O:28]([CH2:27][CH2:26][CH2:25][O:1][C:2]1[CH:3]=[CH:4][C:5]([C:8]2[N:9]=[C:10]3[CH:15]=[CH:14][C:13]([I:16])=[CH:12][N:11]3[CH:17]=2)=[CH:6][CH:7]=1)[Si:29]([C:32]([CH3:34])([CH3:33])[CH3:35])([CH3:30])[CH3:31], predict the reactants needed to synthesize it. The reactants are: [OH:1][C:2]1[CH:7]=[CH:6][C:5]([C:8]2[N:9]=[C:10]3[CH:15]=[CH:14][C:13]([I:16])=[CH:12][N:11]3[CH:17]=2)=[CH:4][CH:3]=1.C(=O)([O-])[O-].[K+].[K+].Br[CH2:25][CH2:26][CH2:27][O:28][Si:29]([C:32]([CH3:35])([CH3:34])[CH3:33])([CH3:31])[CH3:30].[Cl-].[Na+].